From a dataset of Experimentally validated miRNA-target interactions with 360,000+ pairs, plus equal number of negative samples. Binary Classification. Given a miRNA mature sequence and a target amino acid sequence, predict their likelihood of interaction. (1) The miRNA is hsa-miR-1277-3p with sequence UACGUAGAUAUAUAUGUAUUUU. The protein sequence of the target gene is MEEEDESRGKTEESGEDRGDGPPDRDPTLSPSAFILRAIQQAVGSSLQGDLPNDKDGSRCHGLRWRRCRSPRSEPRSQESGGTDTATVLDMATDSFLAGLVSVLDPPDTWVPSRLDLRPGESEDMLELVAEVRIGDRDPIPLPVPSLLPRLRAWRTGKTVSPQSNSSRPTCARHLTLGTGDGGPAPPPAPSSASSSPSPSPSSSSPSPPPPPPPPAPPAPPAPRFDIYDPFHPTDEAYSPPPAPEQKYDPFEPTGSNPSSSAGTPSPEEEEEEEEEEEEEEEDEEEEEGLSQSISRISET.... Result: 0 (no interaction). (2) The miRNA is hsa-miR-548g-5p with sequence UGCAAAAGUAAUUGCAGUUUUUG. The protein sequence of the target gene is MAENKGGGEAESGGGGSGSAPVTAGAAGPAAQEAEPPLTAVLVEEEEEEGGRAGAEGGAAGPDDGGVAAASSGSAQAASSPAASVGTGVAGGAVSTPAPAPASAPAPGPSAGPPPGPPASLLDTCAVCQQSLQSRREAEPKLLPCLHSFCLRCLPEPERQLSVPIPGGSNGDIQQVGVIRCPVCRQECRQIDLVDNYFVKDTSEAPSSSDEKSEQVCTSCEDNASAVGFCVECGEWLCKTCIEAHQRVKFTKDHLIRKKEDVSESVGASGQRPVFCPVHKQEQLKLFCETCDRLTCRDCQ.... Result: 1 (interaction).